This data is from Peptide-MHC class I binding affinity with 185,985 pairs from IEDB/IMGT. The task is: Regression. Given a peptide amino acid sequence and an MHC pseudo amino acid sequence, predict their binding affinity value. This is MHC class I binding data. (1) The peptide sequence is KTMVAFIRK. The MHC is HLA-A69:01 with pseudo-sequence HLA-A69:01. The binding affinity (normalized) is 0.0847. (2) The peptide sequence is TLLESFLFY. The MHC is HLA-A31:01 with pseudo-sequence HLA-A31:01. The binding affinity (normalized) is 0.0847. (3) The peptide sequence is FQPSNRTTF. The MHC is H-2-Kb with pseudo-sequence H-2-Kb. The binding affinity (normalized) is 0.333. (4) The peptide sequence is QQILQQQLI. The MHC is H-2-Kb with pseudo-sequence H-2-Kb. The binding affinity (normalized) is 0.154. (5) The peptide sequence is YTVKVPNL. The MHC is H-2-Db with pseudo-sequence H-2-Db. The binding affinity (normalized) is 0.109.